The task is: Predict the reactants needed to synthesize the given product.. This data is from Full USPTO retrosynthesis dataset with 1.9M reactions from patents (1976-2016). Given the product [CH3:14][C:9]1[CH:10]=[CH:11][C:12]([C:16]23[CH2:25][CH:20]4[CH2:21][CH:22]([CH2:24][CH:18]([CH2:19]4)[CH2:17]2)[CH2:23]3)=[CH:13][C:8]=1[C:3]1[CH:4]=[C:5]([C:16]23[CH2:25][CH:20]4[CH2:21][CH:22]([CH2:24][CH:18]([CH2:19]4)[CH2:17]2)[CH2:23]3)[CH:6]=[CH:7][C:2]=1[CH3:1], predict the reactants needed to synthesize it. The reactants are: [CH3:1][C:2]1[CH:7]=[CH:6][CH:5]=[CH:4][C:3]=1[C:8]1[CH:13]=[CH:12][CH:11]=[CH:10][C:9]=1[CH3:14].Br[C:16]12[CH2:25][CH:20]3[CH2:21][CH:22]([CH2:24][CH:18]([CH2:19]3)[CH2:17]1)[CH2:23]2.